From a dataset of Full USPTO retrosynthesis dataset with 1.9M reactions from patents (1976-2016). Predict the reactants needed to synthesize the given product. Given the product [O:1]1[C:6]2[CH:7]=[CH:8][C:9]([CH:11]=[O:12])=[CH:10][C:5]=2[NH:4][CH2:3][CH2:2]1, predict the reactants needed to synthesize it. The reactants are: [O:1]1[C:6]2[CH:7]=[CH:8][C:9]([CH2:11][OH:12])=[CH:10][C:5]=2[NH:4][CH2:3][CH2:2]1.